This data is from Full USPTO retrosynthesis dataset with 1.9M reactions from patents (1976-2016). The task is: Predict the reactants needed to synthesize the given product. (1) The reactants are: C([O:8][C:9]1[CH:14]=[CH:13][C:12]([C:15]2[CH2:20][CH2:19][CH2:18][C:17]([CH3:22])([CH3:21])[CH:16]=2)=[CH:11][CH:10]=1)C1C=CC=CC=1. Given the product [CH3:21][C:17]1([CH3:22])[CH2:18][CH2:19][CH2:20][CH:15]([C:12]2[CH:11]=[CH:10][C:9]([OH:8])=[CH:14][CH:13]=2)[CH2:16]1, predict the reactants needed to synthesize it. (2) Given the product [C:1]([O:5][C:6]([NH:8][C:9]1[CH:10]=[CH:11][C:12]([C:15]2[N:19]3[N:20]=[CH:21][CH:22]=[C:23]([C:24]([O:26][C:27]([CH3:30])([CH3:29])[CH3:28])=[O:25])[C:18]3=[N:17][N:16]=2)=[CH:13][CH:14]=1)=[O:7])([CH3:4])([CH3:3])[CH3:2], predict the reactants needed to synthesize it. The reactants are: [C:1]([O:5][C:6]([NH:8][C:9]1[CH:14]=[CH:13][C:12]([C:15]2[N:19]3[N:20]=[C:21](Cl)[CH:22]=[C:23]([C:24]([O:26][C:27]([CH3:30])([CH3:29])[CH3:28])=[O:25])[C:18]3=[N:17][N:16]=2)=[CH:11][CH:10]=1)=[O:7])([CH3:4])([CH3:3])[CH3:2].CCO.CC([O-])=O.[Na+]. (3) Given the product [CH:1]1([N:4]([CH:5]2[CH2:10][CH2:9][N:8]([C:11]3[O:15][N:14]=[C:13]([CH:16]([CH3:18])[CH3:17])[N:12]=3)[CH2:7][CH2:6]2)[C:23](=[O:24])[C:22]2[CH:26]=[CH:27][C:28]([N:29]3[CH:33]=[N:32][CH:31]=[N:30]3)=[C:20]([F:19])[CH:21]=2)[CH2:2][CH2:3]1, predict the reactants needed to synthesize it. The reactants are: [CH:1]1([NH:4][CH:5]2[CH2:10][CH2:9][N:8]([C:11]3[O:15][N:14]=[C:13]([CH:16]([CH3:18])[CH3:17])[N:12]=3)[CH2:7][CH2:6]2)[CH2:3][CH2:2]1.[F:19][C:20]1[CH:21]=[C:22]([CH:26]=[CH:27][C:28]=1[N:29]1[CH:33]=[N:32][CH:31]=[N:30]1)[C:23](O)=[O:24]. (4) Given the product [CH2:23]([N:8]([C:3]1[C:2]([Cl:1])=[CH:7][CH:6]=[CH:5][N:4]=1)[S:9]([C:12]1[CH:21]=[CH:20][C:15]([C:16]([O:18][CH3:19])=[O:17])=[CH:14][CH:13]=1)(=[O:10])=[O:11])[C:24]1[CH:29]=[CH:28][CH:27]=[CH:26][CH:25]=1, predict the reactants needed to synthesize it. The reactants are: [Cl:1][C:2]1[C:3]([NH:8][S:9]([C:12]2[CH:21]=[CH:20][C:15]([C:16]([O:18][CH3:19])=[O:17])=[CH:14][CH:13]=2)(=[O:11])=[O:10])=[N:4][CH:5]=[CH:6][CH:7]=1.Br[CH2:23][C:24]1[CH:29]=[CH:28][CH:27]=[CH:26][CH:25]=1. (5) Given the product [Cl:1][C:2]1[C:7]([CH2:8][N:9]([CH3:22])[CH2:10][C@@H:11]([C:13]2[CH:14]=[CH:15][CH:16]=[CH:17][CH:18]=2)[OH:12])=[CH:6][CH:5]=[C:4]([Cl:19])[N:3]=1, predict the reactants needed to synthesize it. The reactants are: [Cl:1][C:2]1[C:7]([CH2:8][NH:9][CH2:10][C@@H:11]([C:13]2[CH:18]=[CH:17][CH:16]=[CH:15][CH:14]=2)[OH:12])=[CH:6][CH:5]=[C:4]([Cl:19])[N:3]=1.C=O.[C:22](O)(=O)C.C([BH3-])#N.[Na+]. (6) Given the product [C:1]([CH:5]1[N:9]([CH2:10][CH2:11][CH:12]([CH3:14])[CH3:13])[C:8](=[O:15])[C:7]([C:16]2[NH:21][C:20]3[CH:22]=[CH:23][C:24]([NH:26][S:27]([CH3:30])(=[O:28])=[O:29])=[CH:25][C:19]=3[S:18](=[O:32])(=[O:31])[C:17]=2[C:41]#[N:42])=[C:6]1[OH:33])([CH3:3])([CH3:4])[CH3:2], predict the reactants needed to synthesize it. The reactants are: [C:1]([CH:5]1[N:9]([CH2:10][CH2:11][CH:12]([CH3:14])[CH3:13])[C:8](=[O:15])[C:7]([C:16]2[NH:21][C:20]3[CH:22]=[CH:23][C:24]([NH:26][S:27]([CH3:30])(=[O:29])=[O:28])=[CH:25][C:19]=3[S:18](=[O:32])(=[O:31])[CH:17]=2)=[C:6]1[OH:33])([CH3:4])([CH3:3])[CH3:2].C(C1[N:42](CC2C=CC(F)=C(C)C=2)[C:41](=O)C(C2NC3C=CC(NS(C)(=O)=O)=CC=3S(=O)(=O)C=2)=C1O)(C)(C)C. (7) The reactants are: [CH3:1][N:2]1[C:6]2[CH:7]=[C:8](B(O)O)[CH:9]=[CH:10][C:5]=2[N:4]=[CH:3]1.[NH2:14][C:15]1[C:24]2[C:19](=[C:20](Br)[C:21]([CH3:25])=[CH:22][CH:23]=2)[N:18]=[N:17][C:16]=1[C:27]([NH2:29])=[O:28]. Given the product [NH2:14][C:15]1[C:24]2[C:19](=[C:20]([C:8]3[CH:9]=[CH:10][C:5]4[N:4]=[CH:3][N:2]([CH3:1])[C:6]=4[CH:7]=3)[C:21]([CH3:25])=[CH:22][CH:23]=2)[N:18]=[N:17][C:16]=1[C:27]([NH2:29])=[O:28], predict the reactants needed to synthesize it. (8) Given the product [C:2]([C:7]1[O:11][C:10]([CH2:12][N:13]2[CH:17]=[C:16]([NH:18][C:30](=[O:31])/[CH:29]=[CH:28]/[C:24]3[CH:25]=[CH:26][CH:27]=[C:22]([O:21][C:20]([F:33])([F:34])[F:19])[CH:23]=3)[CH:15]=[N:14]2)=[CH:9][CH:8]=1)(=[O:6])[CH3:1], predict the reactants needed to synthesize it. The reactants are: [CH3:1][C:2]1([C:7]2[O:11][C:10]([CH2:12][N:13]3[CH:17]=[C:16]([NH2:18])[CH:15]=[N:14]3)=[CH:9][CH:8]=2)[O:6]CCO1.[F:19][C:20]([F:34])([F:33])[O:21][C:22]1[CH:23]=[C:24](/[CH:28]=[CH:29]/[C:30](O)=[O:31])[CH:25]=[CH:26][CH:27]=1. (9) Given the product [CH3:35][O:34][C:31]1[N:30]=[CH:29][C:28]([C@@H:6]([N:7]2[CH2:11][CH2:10][N:9]([CH2:12][CH2:13][CH2:14][C:15]3[CH:24]=[CH:23][C:22]4[CH2:21][CH2:20][CH2:19][NH:18][C:17]=4[N:16]=3)[C:8]2=[N:25][C:26]#[N:27])[CH2:5][C:4]([OH:36])=[O:3])=[CH:33][CH:32]=1, predict the reactants needed to synthesize it. The reactants are: C([O:3][C:4](=[O:36])[CH2:5][C@@H:6]([C:28]1[CH:29]=[N:30][C:31]([O:34][CH3:35])=[CH:32][CH:33]=1)[N:7]1[CH2:11][CH2:10][N:9]([CH2:12][CH2:13][CH2:14][C:15]2[CH:24]=[CH:23][C:22]3[CH2:21][CH2:20][CH2:19][NH:18][C:17]=3[N:16]=2)[C:8]1=[N:25][C:26]#[N:27])C.[Li+].[OH-].Cl. (10) Given the product [Si:1]([O:8][CH2:9][C:10]1[N:11]([CH3:28])[C:12]2[C:17]([CH:18]=1)=[CH:16][C:15]([C:19](=[O:22])[CH:20]=[CH2:21])=[C:14]([O:23][CH2:24][C:25]([CH3:27])=[CH2:26])[CH:13]=2)([C:4]([CH3:7])([CH3:6])[CH3:5])([CH3:3])[CH3:2], predict the reactants needed to synthesize it. The reactants are: [Si:1]([O:8][CH2:9][C:10]1[N:11]([CH3:28])[C:12]2[C:17]([CH:18]=1)=[CH:16][C:15]([CH:19]([OH:22])[CH:20]=[CH2:21])=[C:14]([O:23][CH2:24][C:25]([CH3:27])=[CH2:26])[CH:13]=2)([C:4]([CH3:7])([CH3:6])[CH3:5])([CH3:3])[CH3:2].